From a dataset of Full USPTO retrosynthesis dataset with 1.9M reactions from patents (1976-2016). Predict the reactants needed to synthesize the given product. (1) Given the product [F:28][C:29]1[CH:30]=[C:31]([NH:32][C:13]([C:10]2[S:11][CH:12]=[C:8]([C:5]3[CH:4]=[CH:3][C:2]([Cl:1])=[CH:7][CH:6]=3)[N:9]=2)=[O:15])[CH:33]=[C:34]([F:36])[CH:35]=1, predict the reactants needed to synthesize it. The reactants are: [Cl:1][C:2]1[CH:7]=[CH:6][C:5]([C:8]2[N:9]=[C:10]([C:13]([OH:15])=O)[S:11][CH:12]=2)=[CH:4][CH:3]=1.C1N=CN(C(N2C=NC=C2)=O)C=1.[F:28][C:29]1[CH:30]=[C:31]([CH:33]=[C:34]([F:36])[CH:35]=1)[NH2:32].C(Cl)(Cl)Cl. (2) Given the product [CH3:1][C:2]1[C:3]([CH:8]2[CH2:13][CH2:12][CH2:11][CH:10]([C:15]3[C:20]([CH3:21])=[CH:19][CH:18]=[CH:17][N:16]=3)[NH:9]2)=[N:4][CH:5]=[CH:6][CH:7]=1, predict the reactants needed to synthesize it. The reactants are: [CH3:1][C:2]1[C:3]([CH:8]2[CH2:13][C:12](=O)[CH2:11][CH:10]([C:15]3[C:20]([CH3:21])=[CH:19][CH:18]=[CH:17][N:16]=3)[NH:9]2)=[N:4][CH:5]=[CH:6][CH:7]=1.O.NN.[OH-].[K+]. (3) Given the product [N:1]1([C:6]2[CH:7]=[CH:8][C:9]([NH:12][C:13]3[C:17]([C:18]([NH2:20])=[O:19])=[C:16]([NH:21][CH2:26][C:25]4[CH:28]=[C:29]([CH3:32])[C:30]([OH:31])=[C:23]([CH3:22])[CH:24]=4)[NH:15][N:14]=3)=[CH:10][CH:11]=2)[CH:5]=[CH:4][N:3]=[CH:2]1, predict the reactants needed to synthesize it. The reactants are: [N:1]1([C:6]2[CH:11]=[CH:10][C:9]([NH:12][C:13]3[C:17]([C:18]([NH2:20])=[O:19])=[C:16]([NH2:21])[NH:15][N:14]=3)=[CH:8][CH:7]=2)[CH:5]=[CH:4][N:3]=[CH:2]1.[CH3:22][C:23]1[CH:24]=[C:25]([CH:28]=[C:29]([CH3:32])[C:30]=1[OH:31])[CH:26]=O.[BH4-].[Na+].O. (4) Given the product [CH2:32]([O:31][C:25]1[CH:24]=[C:23]([C:19]([C:13]2[CH:14]=[CH:15][C:16]([O:17][CH3:18])=[C:11]([N:10]3[CH:3]=[CH:7][CH:6]=[CH:5]3)[CH:12]=2)=[CH:20][C:21]#[N:22])[CH:28]=[CH:27][C:26]=1[O:29][CH3:30])[CH3:33], predict the reactants needed to synthesize it. The reactants are: CO[CH:3]1[CH2:7][CH2:6][CH:5](OC)O1.[NH2:10][C:11]1[CH:12]=[C:13]([C:19]([C:23]2[CH:28]=[CH:27][C:26]([O:29][CH3:30])=[C:25]([O:31][CH2:32][CH3:33])[CH:24]=2)=[CH:20][C:21]#[N:22])[CH:14]=[CH:15][C:16]=1[O:17][CH3:18].CCOC(C)=O.C([O-])(O)=O.[Na+]. (5) Given the product [CH2:21]([N:18]1[CH2:19][CH2:20][CH:15]([C:13]([CH:4]2[CH2:5][CH2:6][CH2:7][CH2:8][C:3]2=[O:9])=[O:12])[CH2:16][CH2:17]1)[C:22]1[CH:27]=[CH:26][CH:25]=[CH:24][CH:23]=1, predict the reactants needed to synthesize it. The reactants are: [H-].[Na+].[C:3]1(=[O:9])[CH2:8][CH2:7][CH2:6][CH2:5][CH2:4]1.C([O:12][C:13]([CH:15]1[CH2:20][CH2:19][N:18]([CH2:21][C:22]2[CH:27]=[CH:26][CH:25]=[CH:24][CH:23]=2)[CH2:17][CH2:16]1)=O)C.C(OCC)(=O)C. (6) Given the product [CH3:37][O:36][C:34](=[O:35])[CH2:33][O:31][C:13]1[CH:14]=[CH:15][C:16]([NH:17][C:18]([C:20]2[C:29]3[C:24](=[CH:25][CH:26]=[CH:27][CH:28]=3)[C:23]([CH3:30])=[CH:22][CH:21]=2)=[O:19])=[C:11]([C:9](=[O:10])[NH:8][CH2:7][CH:4]2[CH2:5][CH2:6][O:1][CH2:2][CH2:3]2)[N:12]=1, predict the reactants needed to synthesize it. The reactants are: [O:1]1[CH2:6][CH2:5][CH:4]([CH2:7][NH:8][C:9]([C:11]2[C:16]([NH:17][C:18]([C:20]3[C:29]4[C:24](=[CH:25][CH:26]=[CH:27][CH:28]=4)[C:23]([CH3:30])=[CH:22][CH:21]=3)=[O:19])=[CH:15][CH:14]=[C:13]([OH:31])[N:12]=2)=[O:10])[CH2:3][CH2:2]1.Br[CH2:33][C:34]([O:36][CH3:37])=[O:35]. (7) The reactants are: [Cl:1][C:2]1[CH:3]=[C:4]([N:9]2[C:13]([C:14]3[CH:19]=[C:18]([F:20])[CH:17]=[C:16]([Cl:21])[CH:15]=3)=[CH:12][C:11](C3C4CNC(=O)C=4C=CN=3)=[N:10]2)[CH:5]=[CH:6][C:7]=1[F:8].ClC1C2CNC(=O)C=2C=CN=1.Br[C:44]1[CH:52]=[CH:51][CH:50]=[C:49]2[C:45]=1[CH2:46][NH:47][C:48]2=[O:53]. Given the product [Cl:1][C:2]1[CH:3]=[C:4]([N:9]2[C:13]([C:14]3[CH:19]=[C:18]([F:20])[CH:17]=[C:16]([Cl:21])[CH:15]=3)=[CH:12][C:11]([C:44]3[CH:52]=[CH:51][CH:50]=[C:49]4[C:45]=3[CH2:46][NH:47][C:48]4=[O:53])=[N:10]2)[CH:5]=[CH:6][C:7]=1[F:8], predict the reactants needed to synthesize it. (8) Given the product [NH2:1][C:2]1[CH:7]=[CH:6][C:5]([C:13]2[CH:14]=[CH:15][C:10]([Cl:9])=[CH:11][CH:12]=2)=[CH:4][N:3]=1, predict the reactants needed to synthesize it. The reactants are: [NH2:1][C:2]1[CH:7]=[CH:6][C:5](Br)=[CH:4][N:3]=1.[Cl:9][C:10]1[CH:15]=[CH:14][C:13](B(O)O)=[CH:12][CH:11]=1.C([O-])([O-])=O.[Na+].[Na+].Cl.